Dataset: Forward reaction prediction with 1.9M reactions from USPTO patents (1976-2016). Task: Predict the product of the given reaction. (1) The product is: [C:25]([O:24][C:22]([NH:21][C:18]1[S:19][CH:20]=[C:16](/[C:12](=[N:11]/[O:10][C:7]([CH3:9])([CH3:8])[C:6]([O:5][C:1]([CH3:4])([CH3:3])[CH3:2])=[O:29])/[C:13]([NH:63][C@@H:64]2[C:65](=[O:75])[NH:66][C@@H:67]2[CH2:68][N:69]2[C:73]([CH3:74])=[N:72][N:71]=[N:70]2)=[O:14])[N:17]=1)=[O:23])([CH3:28])([CH3:27])[CH3:26]. Given the reactants [C:1]([O:5][C:6](=[O:29])[C:7]([O:10]/[N:11]=[C:12](/[C:16]1[N:17]=[C:18]([NH:21][C:22]([O:24][C:25]([CH3:28])([CH3:27])[CH3:26])=[O:23])[S:19][CH:20]=1)\[C:13](O)=[O:14])([CH3:9])[CH3:8])([CH3:4])([CH3:3])[CH3:2].CCN(C(C)C)C(C)C.CN(C(ON1N=NC2C=CC=NC1=2)=[N+](C)C)C.F[P-](F)(F)(F)(F)F.[NH2:63][C@H:64]1[C@@H:67]([CH2:68][N:69]2[C:73]([CH3:74])=[N:72][N:71]=[N:70]2)[NH:66][C:65]1=[O:75], predict the reaction product. (2) Given the reactants [OH:1][CH2:2][C:3]([CH3:9])([CH3:8])[C:4](OC)=[O:5].[Cl:10][C:11]1[CH:18]=[CH:17][CH:16]=[CH:15][C:12]=1[CH2:13][NH2:14].C[Al](C)C, predict the reaction product. The product is: [Cl:10][C:11]1[CH:18]=[CH:17][CH:16]=[CH:15][C:12]=1[CH2:13][NH:14][C:4](=[O:5])[C:3]([CH3:9])([CH3:8])[CH2:2][OH:1]. (3) Given the reactants [N:1]1[CH:6]=[CH:5][CH:4]=[CH:3][C:2]=1[C@@H:7]1[C@@H:11]([C:12]2[CH:17]=[CH:16][C:15]([O:18][CH3:19])=[CH:14][CH:13]=2)[CH2:10][CH2:9][NH:8]1.[NH2:20][C:21]1[CH:26]=[C:25]([Cl:27])[CH:24]=[CH:23][C:22]=1[OH:28].[CH2:29]([N:31]([CH2:34]C)CC)C.C(=S)=[S:37].OO, predict the reaction product. The product is: [Cl:27][C:25]1[CH:24]=[CH:23][C:22]2[O:28][C:29]([NH:31][C:34]([N:8]3[CH2:9][CH2:10][C@H:11]([C:12]4[CH:13]=[CH:14][C:15]([O:18][CH3:19])=[CH:16][CH:17]=4)[C@H:7]3[C:2]3[CH:3]=[CH:4][CH:5]=[CH:6][N:1]=3)=[S:37])=[N:20][C:21]=2[CH:26]=1. (4) Given the reactants CCCC[N+](CCCC)(CCCC)CCCC.[F-].[CH3:19][CH2:20][CH2:21][CH2:22][CH2:23][CH2:24][CH2:25][CH2:26][CH2:27][CH2:28][CH2:29][CH2:30][C:31]#[C:32][C:33]#[C:34][CH2:35][CH2:36][CH2:37][CH2:38][CH2:39][CH2:40][CH2:41][CH2:42][CH2:43][CH2:44][CH2:45]O.CS(Cl)(=O)=O.C(N(CC)CC)C.CCCCCCCCCCCCC#CC#CCCCCCCCCCCCOS(C)(=O)=O.[N-:91]=[N+:92]=[N-:93].[Na+], predict the reaction product. The product is: [CH3:19][CH2:20][CH2:21][CH2:22][CH2:23][CH2:24][CH2:25][CH2:26][CH2:27][CH2:28][CH2:29][CH2:30][C:31]#[C:32][C:33]#[C:34][CH2:35][CH2:36][CH2:37][CH2:38][CH2:39][CH2:40][CH2:41][CH2:42][CH2:43][CH2:44][CH2:45][N:91]=[N+:92]=[N-:93]. (5) Given the reactants [F:1][C:2]1[CH:16]=[CH:15][C:5]([CH2:6][N:7]2[CH2:12][C@@H:11]([CH3:13])[NH:10][CH2:9][C@@H:8]2[CH3:14])=[CH:4][CH:3]=1.CN(C)C.[Cl:21][C:22]1[CH:32]=[CH:31][C:25](/[CH:26]=[CH:27]/[C:28](Cl)=[O:29])=[CH:24][CH:23]=1, predict the reaction product. The product is: [Cl:21][C:22]1[CH:23]=[CH:24][C:25](/[CH:26]=[CH:27]/[C:28]([N:10]2[CH2:9][C@@H:8]([CH3:14])[N:7]([CH2:6][C:5]3[CH:15]=[CH:16][C:2]([F:1])=[CH:3][CH:4]=3)[CH2:12][C@@H:11]2[CH3:13])=[O:29])=[CH:31][CH:32]=1. (6) Given the reactants [I:1][C:2]1[CH:3]=[C:4]([C:11]([OH:13])=O)[C:5](=[CH:9][CH:10]=1)[C:6]([OH:8])=O.[NH2:14][CH2:15][C:16]([OH:18])=[O:17], predict the reaction product. The product is: [I:1][C:2]1[CH:3]=[C:4]2[C:5](=[CH:9][CH:10]=1)[C:6](=[O:8])[N:14]([CH2:15][C:16]([OH:18])=[O:17])[C:11]2=[O:13].